Dataset: Full USPTO retrosynthesis dataset with 1.9M reactions from patents (1976-2016). Task: Predict the reactants needed to synthesize the given product. (1) Given the product [CH3:17][Si:16]([CH2:15][CH2:14][O:13][CH2:12][C:5]1[C:6]([C:7]#[N:8])=[C:2]([NH2:1])[NH:3][N:4]=1)([CH3:19])[CH3:18], predict the reactants needed to synthesize it. The reactants are: [NH2:1][C:2]1[C:6]([C:7]#[N:8])=[CH:5][NH:4][N:3]=1.[H-].[Na+].Cl[CH2:12][O:13][CH2:14][CH2:15][Si:16]([CH3:19])([CH3:18])[CH3:17]. (2) Given the product [C:3]([O-:6])([O-:5])=[O:4].[C:3]([O-:6])([O-:5])=[O:4].[OH:1][OH:2].[OH:1][OH:2].[OH:1][OH:2].[Na+:7].[Na+:7].[Na+:7].[Na+:7], predict the reactants needed to synthesize it. The reactants are: [O:1]=[O:2].[C:3](=[O:6])([O-:5])[O-:4].[Na+:7].[Na+]. (3) Given the product [CH2:38]([O:40][C:41](=[O:77])[CH2:42][CH2:43][CH2:44][O:45][C:46]1[CH:51]=[CH:50][CH:49]=[C:48]([CH2:52][CH2:53][CH2:54][CH2:55][CH2:56][CH2:57][O:58][C:59]2[CH:64]=[C:63]([S:65]([CH3:68])(=[O:67])=[O:66])[CH:62]=[C:61]([C:8]3[CH:7]=[CH:6][C:5]4[S:1][CH:2]=[N:3][C:4]=4[CH:9]=3)[CH:60]=2)[C:47]=1[CH2:70][CH2:71][C:72]([O:74][CH2:75][CH3:76])=[O:73])[CH3:39], predict the reactants needed to synthesize it. The reactants are: [S:1]1[C:5]2[CH:6]=[CH:7][C:8](B3OC(C)(C)C(C)(C)O3)=[CH:9][C:4]=2[N:3]=[CH:2]1.C1(P(C2C=CC=CC=2)C2C=CC=CC=2)C=CC=CC=1.[CH2:38]([O:40][C:41](=[O:77])[CH2:42][CH2:43][CH2:44][O:45][C:46]1[CH:51]=[CH:50][CH:49]=[C:48]([CH2:52][CH2:53][CH2:54][CH2:55][CH2:56][CH2:57][O:58][C:59]2[CH:64]=[C:63]([S:65]([CH3:68])(=[O:67])=[O:66])[CH:62]=[C:61](I)[CH:60]=2)[C:47]=1[CH2:70][CH2:71][C:72]([O:74][CH2:75][CH3:76])=[O:73])[CH3:39].P([O-])([O-])([O-])=O.[K+].[K+].[K+].